This data is from Retrosynthesis with 50K atom-mapped reactions and 10 reaction types from USPTO. The task is: Predict the reactants needed to synthesize the given product. (1) Given the product O=C(O)CCCc1cccc(F)c1, predict the reactants needed to synthesize it. The reactants are: CCOC(=O)CCCc1cccc(F)c1. (2) Given the product Oc1cccn2cnnc12, predict the reactants needed to synthesize it. The reactants are: c1ccc(COc2cccn3cnnc23)cc1. (3) Given the product CCCCOc1cc2ccc(C(=O)N3CCN(Cc4cc(OC)c(OC)c(OC)c4)CC3)cc2cc1OCCCC, predict the reactants needed to synthesize it. The reactants are: CCCCOc1cc2ccc(C(=O)O)cc2cc1OCCCC.COc1cc(CN2CCNCC2)cc(OC)c1OC.